From a dataset of Forward reaction prediction with 1.9M reactions from USPTO patents (1976-2016). Predict the product of the given reaction. (1) Given the reactants [Cl:1][C:2]1[CH:7]=[CH:6][C:5]([CH2:8][C:9]#[N:10])=[CH:4][C:3]=1[C:11]([F:14])([F:13])[F:12].CO, predict the reaction product. The product is: [ClH:1].[Cl:1][C:2]1[CH:7]=[CH:6][C:5]([CH2:8][CH2:9][NH2:10])=[CH:4][C:3]=1[C:11]([F:12])([F:13])[F:14]. (2) Given the reactants [F:1][C:2]1[CH:17]=[CH:16][C:15]([N+:18]([O-])=O)=[CH:14][C:3]=1[CH2:4][CH2:5][NH:6][C:7](=[O:13])[O:8][C:9]([CH3:12])([CH3:11])[CH3:10], predict the reaction product. The product is: [NH2:18][C:15]1[CH:16]=[CH:17][C:2]([F:1])=[C:3]([CH:14]=1)[CH2:4][CH2:5][NH:6][C:7](=[O:13])[O:8][C:9]([CH3:10])([CH3:11])[CH3:12]. (3) Given the reactants [CH2:1]([S:3]([C:6]1[CH:11]=[CH:10][CH:9]=[CH:8][C:7]=1[C:12](=[O:14])[CH3:13])(=[O:5])=[O:4])[CH3:2].[Br-:15].[Br-].[Br-].C1([N+](C)(C)C)C=CC=CC=1.C1([N+](C)(C)C)C=CC=CC=1.C1([N+](C)(C)C)C=CC=CC=1.S([O-])([O-])(=O)=S.[Na+].[Na+], predict the reaction product. The product is: [Br:15][CH2:13][C:12]([C:7]1[CH:8]=[CH:9][CH:10]=[CH:11][C:6]=1[S:3]([CH2:1][CH3:2])(=[O:5])=[O:4])=[O:14]. (4) Given the reactants CO[C:3]([CH:5]1[CH2:11][CH2:10][CH2:9][CH2:8][CH2:7][C:6]1=O)=[O:4].[C:13]([N:20]1[CH2:25][CH2:24][NH:23][CH2:22][CH2:21]1)([O:15][C:16]([CH3:19])([CH3:18])[CH3:17])=[O:14].[BH4-].[Na+], predict the reaction product. The product is: [C:16]([O:15][C:13]([N:20]1[CH2:25][CH2:24][N:23]([CH:6]2[CH2:7][CH2:8][CH2:9][CH2:10][CH2:11][CH:5]2[CH2:3][OH:4])[CH2:22][CH2:21]1)=[O:14])([CH3:19])([CH3:17])[CH3:18]. (5) Given the reactants [CH2:1]([O:3][C:4](=[O:18])[C:5]1[CH:10]=[CH:9][C:8]([N:11]2[CH2:16][CH2:15][CH:14]([NH2:17])[CH2:13][CH2:12]2)=[CH:7][CH:6]=1)[CH3:2].C(=O)([O-])[O-].[Na+].[Na+].[CH2:25]([O:32][C:33](Cl)=[O:34])[C:26]1[CH:31]=[CH:30][CH:29]=[CH:28][CH:27]=1.O, predict the reaction product. The product is: [CH2:1]([O:3][C:4](=[O:18])[C:5]1[CH:6]=[CH:7][C:8]([N:11]2[CH2:12][CH2:13][CH:14]([NH:17][C:33]([O:32][CH2:25][C:26]3[CH:31]=[CH:30][CH:29]=[CH:28][CH:27]=3)=[O:34])[CH2:15][CH2:16]2)=[CH:9][CH:10]=1)[CH3:2]. (6) The product is: [NH3:4].[Cl:32][C:24]1[CH:23]=[C:22]([NH:21][C:19]([N:14]2[CH2:15][CH2:16][N:11]([CH2:10][C@@H:6]3[CH2:7][CH2:8][CH2:9][N:4]([CH:1]4[CH2:3][CH2:2]4)[CH2:5]3)[CH2:12][CH2:13]2)=[O:20])[CH:27]=[CH:26][C:25]=1[C:28]([F:31])([F:30])[F:29]. Given the reactants [CH:1]1([N:4]2[CH2:9][CH2:8][CH2:7][C@@H:6]([CH2:10][N:11]3[CH2:16][CH2:15][NH:14][CH2:13][CH2:12]3)[CH2:5]2)[CH2:3][CH2:2]1.ClC(Cl)(Cl)[C:19]([NH:21][C:22]1[CH:27]=[CH:26][C:25]([C:28]([F:31])([F:30])[F:29])=[C:24]([Cl:32])[CH:23]=1)=[O:20].C1CCN2C(=NCCC2)CC1, predict the reaction product.